Dataset: Catalyst prediction with 721,799 reactions and 888 catalyst types from USPTO. Task: Predict which catalyst facilitates the given reaction. (1) Reactant: [C:1]([N:5]1[C:9](=[O:10])[C:8]([NH:11][CH2:12][CH2:13][CH2:14]O)=[C:7]([C:16]2[CH:21]=[CH:20][CH:19]=[CH:18][CH:17]=2)[S:6]1(=[O:23])=[O:22])([CH3:4])([CH3:3])[CH3:2].CC1C=CC(S([Cl:34])(=O)=O)=CC=1. Product: [C:1]([N:5]1[C:9](=[O:10])[C:8]([NH:11][CH2:12][CH2:13][CH2:14][Cl:34])=[C:7]([C:16]2[CH:21]=[CH:20][CH:19]=[CH:18][CH:17]=2)[S:6]1(=[O:23])=[O:22])([CH3:4])([CH3:3])[CH3:2]. The catalyst class is: 64. (2) Reactant: [C:1]([C:4]1[C:5](=[O:22])[N:6]([CH2:18][CH:19]([CH3:21])[CH3:20])[N:7]=[C:8]([C:10]2[CH:15]=[CH:14][C:13]([CH3:16])=[C:12]([F:17])[CH:11]=2)[CH:9]=1)(O)=[O:2].C(N(CC)CC)C.C(Cl)(=O)OCC.[BH4-].[Na+].Cl. Product: [F:17][C:12]1[CH:11]=[C:10]([C:8]2[CH:9]=[C:4]([CH2:1][OH:2])[C:5](=[O:22])[N:6]([CH2:18][CH:19]([CH3:21])[CH3:20])[N:7]=2)[CH:15]=[CH:14][C:13]=1[CH3:16]. The catalyst class is: 20. (3) Reactant: [F:1][C:2]1[CH:3]=[N:4][C:5]([O:17][C:18]2[CH:23]=[CH:22][CH:21]=[C:20]([S:24][CH3:25])[CH:19]=2)=[C:6]([CH:16]=1)[C:7]([NH:9][CH:10]1[CH2:15][CH2:14][NH:13][CH2:12][CH2:11]1)=[O:8].ON1C2C=CC=CC=2N=N1.CN1CCOCC1.[N:43]1[CH:48]=[CH:47][CH:46]=[CH:45][C:44]=1[C:49](O)=[O:50].Cl.CN(C)CCCN=C=NCC. Product: [NH3:4].[F:1][C:2]1[CH:3]=[N:4][C:5]([O:17][C:18]2[CH:23]=[CH:22][CH:21]=[C:20]([S:24][CH3:25])[CH:19]=2)=[C:6]([CH:16]=1)[C:7]([NH:9][CH:10]1[CH2:11][CH2:12][N:13]([C:49]([C:44]2[CH:45]=[CH:46][CH:47]=[CH:48][N:43]=2)=[O:50])[CH2:14][CH2:15]1)=[O:8]. The catalyst class is: 4. (4) Reactant: [Br:1][C:2]1[CH:13]=[C:6]2[C:7](OC(=O)[NH:11][C:5]2=[CH:4][CH:3]=1)=[O:8].[CH3:14][NH:15][CH3:16]. Product: [NH2:11][C:5]1[CH:4]=[CH:3][C:2]([Br:1])=[CH:13][C:6]=1[C:7]([N:15]([CH3:16])[CH3:14])=[O:8]. The catalyst class is: 142. (5) Reactant: [C:12]([O:11][C:9](O[C:9]([O:11][C:12]([CH3:15])([CH3:14])[CH3:13])=[O:10])=[O:10])([CH3:15])([CH3:14])[CH3:13].[C:16]([SiH2:20][O:21][C:22]([CH3:41])([CH3:40])[C:23]1[N:28]=[C:27]([C@@H:29]([NH:31][CH2:32][CH2:33][C:34]2[CH:39]=[CH:38][CH:37]=[CH:36][CH:35]=2)[CH3:30])[CH:26]=[CH:25][CH:24]=1)([CH3:19])([CH3:18])[CH3:17].C(N(CC)CC)C. Product: [C:12]([O:11][C:9](=[O:10])[N:31]([C@H:29]([C:27]1[CH:26]=[CH:25][CH:24]=[C:23]([C:22]([CH3:40])([CH3:41])[O:21][SiH2:20][C:16]([CH3:19])([CH3:18])[CH3:17])[N:28]=1)[CH3:30])[CH2:32][CH2:33][C:34]1[CH:35]=[CH:36][CH:37]=[CH:38][CH:39]=1)([CH3:13])([CH3:14])[CH3:15]. The catalyst class is: 1.